Dataset: Full USPTO retrosynthesis dataset with 1.9M reactions from patents (1976-2016). Task: Predict the reactants needed to synthesize the given product. (1) The reactants are: [NH2:1][C@@H:2]([CH3:5])[CH2:3][OH:4].[C:6]([Si:10](Cl)([CH3:12])[CH3:11])([CH3:9])([CH3:8])[CH3:7].C(N(CC)CC)C. Given the product [C:6]([Si:10]([CH3:12])([CH3:11])[O:4][CH2:3][CH:2]([NH2:1])[CH3:5])([CH3:9])([CH3:8])[CH3:7], predict the reactants needed to synthesize it. (2) Given the product [Cl:49][C:50]1[CH:75]=[CH:74][C:53]2[NH:54][C:55]([CH:57]([NH:73][C:5](=[O:7])[C:4]3[CH:8]=[CH:9][C:10]([C:11]([N:13]4[CH2:17][CH2:16][CH2:15][CH2:14]4)=[O:12])=[C:2]([CH3:1])[CH:3]=3)[CH2:58][CH2:59][CH2:60][CH2:61][NH:62][C:63]([O:65][CH2:66][C:67]3[CH:68]=[CH:69][CH:70]=[CH:71][CH:72]=3)=[O:64])=[N:56][C:52]=2[CH:51]=1, predict the reactants needed to synthesize it. The reactants are: [CH3:1][C:2]1[CH:3]=[C:4]([CH:8]=[CH:9][C:10]=1[C:11]([N:13]1[CH2:17][CH2:16][CH2:15][CH2:14]1)=[O:12])[C:5]([OH:7])=O.CN(C(ON1N=NC2C=CC=CC1=2)=[N+](C)C)C.[B-](F)(F)(F)F.C(N(C(C)C)CC)(C)C.[Cl:49][C:50]1[CH:75]=[CH:74][C:53]2[NH:54][C:55]([CH:57]([NH2:73])[CH2:58][CH2:59][CH2:60][CH2:61][NH:62][C:63]([O:65][CH2:66][C:67]3[CH:72]=[CH:71][CH:70]=[CH:69][CH:68]=3)=[O:64])=[N:56][C:52]=2[CH:51]=1.ClCl. (3) Given the product [F:1][C:2]1[CH:9]=[C:8]([O:10][CH2:13][C:14]2[CH:18]=[C:17]([CH3:19])[O:16][N:15]=2)[CH:7]=[C:6]([F:11])[C:3]=1[CH2:4][O:5][C:21]([N:23]1[C@H:28]([CH3:29])[CH2:27][NH:26][CH2:25][C@@H:24]1[CH3:37])=[O:22], predict the reactants needed to synthesize it. The reactants are: [F:1][C:2]1[CH:9]=[C:8]([OH:10])[CH:7]=[C:6]([F:11])[C:3]=1[CH2:4][OH:5].Cl[CH2:13][C:14]1[CH:18]=[C:17]([CH3:19])[O:16][N:15]=1.Cl[C:21]([N:23]1[C@H:28]([CH3:29])[CH2:27][N:26](C(OC(C)(C)C)=O)[CH2:25][C@@H:24]1[CH3:37])=[O:22]. (4) Given the product [C:32]1([C@H:30]([NH:29][C:28]2[C:23]3[CH:22]=[C:21]([C:18]4[CH:19]=[CH:20][C:15]([CH2:14][N:11]5[CH2:10][CH2:9][NH:8][CH2:13][CH2:12]5)=[CH:16][CH:17]=4)[NH:38][C:24]=3[N:25]=[CH:26][N:27]=2)[CH3:31])[CH:37]=[CH:36][CH:35]=[CH:34][CH:33]=1, predict the reactants needed to synthesize it. The reactants are: C(OC([N:8]1[CH2:13][CH2:12][N:11]([CH2:14][C:15]2[CH:20]=[CH:19][C:18]([C:21]3[NH:38][C:24]4[N:25]=[CH:26][N:27]=[C:28]([NH:29][C@@H:30]([C:32]5[CH:37]=[CH:36][CH:35]=[CH:34][CH:33]=5)[CH3:31])[C:23]=4[CH:22]=3)=[CH:17][CH:16]=2)[CH2:10][CH2:9]1)=O)(C)(C)C.Cl. (5) The reactants are: [CH:1]1([NH:4][C:5](=[O:31])[C:6]2[CH:11]=[C:10]([F:12])[C:9]([CH3:13])=[C:8]([C:14]3[CH:15]=[C:16]4[C:21](=[CH:22][CH:23]=3)[C:20](=[O:24])[N:19]([CH2:25][CH:26]3[CH2:28][CH2:27]3)[CH:18]=[C:17]4[CH:29]=O)[CH:7]=2)[CH2:3][CH2:2]1.[N:32]1([CH2:38][CH2:39][OH:40])[CH2:37][CH2:36][NH:35][CH2:34][CH2:33]1. Given the product [CH:1]1([NH:4][C:5](=[O:31])[C:6]2[CH:11]=[C:10]([F:12])[C:9]([CH3:13])=[C:8]([C:14]3[CH:15]=[C:16]4[C:21](=[CH:22][CH:23]=3)[C:20](=[O:24])[N:19]([CH2:25][CH:26]3[CH2:27][CH2:28]3)[CH:18]=[C:17]4[CH2:29][N:35]3[CH2:36][CH2:37][N:32]([CH2:38][CH2:39][OH:40])[CH2:33][CH2:34]3)[CH:7]=2)[CH2:3][CH2:2]1, predict the reactants needed to synthesize it. (6) Given the product [Cl:1][C:2]1[CH:7]=[CH:6][C:5]([NH:8][C:9]([C:11]2[N:15]3[CH:16]=[CH:17][CH:18]=[CH:19][C:14]3=[N:13][C:12]=2[C:20]2[CH:25]=[C:24]([Cl:26])[CH:23]=[CH:22][C:21]=2[Cl:27])=[N:32][CH2:31][CH:30]([O:33][CH3:34])[O:29][CH3:28])=[CH:4][CH:3]=1, predict the reactants needed to synthesize it. The reactants are: [Cl:1][C:2]1[CH:7]=[CH:6][C:5]([NH:8][C:9]([C:11]2[N:15]3[CH:16]=[CH:17][CH:18]=[CH:19][C:14]3=[N:13][C:12]=2[C:20]2[CH:25]=[C:24]([Cl:26])[CH:23]=[CH:22][C:21]=2[Cl:27])=S)=[CH:4][CH:3]=1.[CH3:28][O:29][CH:30]([O:33][CH3:34])[CH2:31][NH2:32]. (7) Given the product [CH:1]1([NH:6][C:7]2[C:16]3[C:11](=[CH:12][C:13]([O:28][CH2:27][CH2:26][O:25][CH3:24])=[C:14]([O:17][CH3:18])[CH:15]=3)[N:10]=[CH:9][C:8]=2[C:20]#[N:21])[CH2:5][CH2:4][CH2:3][CH2:2]1, predict the reactants needed to synthesize it. The reactants are: [CH:1]1([NH:6][C:7]2[C:16]3[C:11](=[CH:12][C:13](F)=[C:14]([O:17][CH3:18])[CH:15]=3)[N:10]=[CH:9][C:8]=2[C:20]#[N:21])[CH2:5][CH2:4][CH2:3][CH2:2]1.[H-].[Na+].[CH3:24][O:25][CH2:26][CH2:27][OH:28].